From a dataset of Peptide-MHC class I binding affinity with 185,985 pairs from IEDB/IMGT. Regression. Given a peptide amino acid sequence and an MHC pseudo amino acid sequence, predict their binding affinity value. This is MHC class I binding data. (1) The peptide sequence is FLCTADAAV. The MHC is HLA-A02:01 with pseudo-sequence HLA-A02:01. The binding affinity (normalized) is 0.898. (2) The MHC is HLA-A31:01 with pseudo-sequence HLA-A31:01. The peptide sequence is GLTTHCTKLR. The binding affinity (normalized) is 0.424. (3) The peptide sequence is IDFLIMRNL. The MHC is HLA-B45:01 with pseudo-sequence HLA-B45:01. The binding affinity (normalized) is 0.0942. (4) The peptide sequence is EHGIVIRAF. The MHC is HLA-A31:01 with pseudo-sequence HLA-A31:01. The binding affinity (normalized) is 0.0847. (5) The peptide sequence is RYPLTFGWCF. The MHC is HLA-B57:01 with pseudo-sequence HLA-B57:01. The binding affinity (normalized) is 0.184. (6) The peptide sequence is GMFTDRSGSQ. The MHC is HLA-A29:02 with pseudo-sequence HLA-A29:02. The binding affinity (normalized) is 0.